From a dataset of Catalyst prediction with 721,799 reactions and 888 catalyst types from USPTO. Predict which catalyst facilitates the given reaction. (1) Reactant: [CH2:1]1[CH2:5]O[CH2:3][CH2:2]1.[C:6](O)(=O)[CH3:7].[NH2:10][CH2:11][C@@H:12]([OH:31])[C@@H:13]([NH:23]C(=O)OC(C)(C)C)[CH2:14][C:15]1[CH:20]=[C:19]([F:21])[CH:18]=[C:17]([F:22])[CH:16]=1.[Cu]C#N.[ClH:35].C[N:37]1C[CH2:40][CH2:39][C:38]1=O. Product: [ClH:35].[NH2:23][C@@H:13]([CH2:14][C:15]1[CH:16]=[C:17]([F:22])[CH:18]=[C:19]([F:21])[CH:20]=1)[C@H:12]([OH:31])[CH2:11][NH:10][CH2:3][C:2]1[CH:7]=[C:6]2[C:40]([CH:39]=[CH:38][NH:37]2)=[CH:5][CH:1]=1. The catalyst class is: 618. (2) The catalyst class is: 24. Reactant: [C:1](=[O:8])([O:3][C:4]([CH3:7])([CH3:6])[CH3:5])[NH2:2].[C:9]1([S:15]([O-:17])=[O:16])[CH:14]=[CH:13][CH:12]=[CH:11][CH:10]=1.[Na+].[F:19][C:20]([F:30])([F:29])[C:21]1[CH:22]=[C:23]([CH:27]=O)[CH:24]=[CH:25][CH:26]=1.C(O)=O. Product: [C:9]1([S:15]([CH:27]([NH:2][C:1](=[O:8])[O:3][C:4]([CH3:7])([CH3:6])[CH3:5])[C:23]2[CH:24]=[CH:25][CH:26]=[C:21]([C:20]([F:19])([F:29])[F:30])[CH:22]=2)(=[O:17])=[O:16])[CH:14]=[CH:13][CH:12]=[CH:11][CH:10]=1. (3) Reactant: [Cl:1][C:2]1[C:3]([C:16]2[C:21]([Cl:22])=[CH:20][N:19]=[C:18](F)[CH:17]=2)=[N:4][C:5]([NH:8][CH2:9][CH:10]2[CH2:15][CH2:14][O:13][CH2:12][CH2:11]2)=[CH:6][CH:7]=1.[OH-].[NH4+:25]. Product: [Cl:1][C:2]1[C:3]([C:16]2[C:21]([Cl:22])=[CH:20][N:19]=[C:18]([NH2:25])[CH:17]=2)=[N:4][C:5]([NH:8][CH2:9][CH:10]2[CH2:15][CH2:14][O:13][CH2:12][CH2:11]2)=[CH:6][CH:7]=1. The catalyst class is: 197. (4) Reactant: [NH2:1][C:2]1[CH:7]=[CH:6][CH:5]=[CH:4][C:3]=1[S:8]([NH:11][C:12]1[CH:21]=[CH:20][C:19]2[CH2:18][CH2:17][CH2:16][CH2:15][C:14]=2[C:13]=1[C:22]([OH:24])=[O:23])(=[O:10])=[O:9].Cl[CH2:26][C:27](Cl)=[O:28].[N:30]1[CH:35]=[CH:34]C=[CH:32][CH:31]=1.C(NCC)C. Product: [CH2:31]([N:30]([CH2:35][CH3:34])[CH2:26][C:27]([NH:1][C:2]1[CH:7]=[CH:6][CH:5]=[CH:4][C:3]=1[S:8]([NH:11][C:12]1[CH:21]=[CH:20][C:19]2[CH2:18][CH2:17][CH2:16][CH2:15][C:14]=2[C:13]=1[C:22]([OH:24])=[O:23])(=[O:10])=[O:9])=[O:28])[CH3:32]. The catalyst class is: 124. (5) Reactant: C([O:3][C:4](=[O:36])[CH2:5][C:6]1[CH:35]=[CH:34][C:9]2[C:10]3[C:15]([NH:16][C:17]4[CH:22]=[CH:21][C:20]([O:23][CH2:24][C:25]5[CH:30]=[CH:29][CH:28]=[C:27]([F:31])[CH:26]=5)=[C:19]([Cl:32])[CH:18]=4)=[N:14][CH:13]=[N:12][C:11]=3[S:33][C:8]=2[CH:7]=1)C.O.[OH-].[Li+]. Product: [Cl:32][C:19]1[CH:18]=[C:17]([NH:16][C:15]2[C:10]3[C:9]4[CH:34]=[CH:35][C:6]([CH2:5][C:4]([OH:36])=[O:3])=[CH:7][C:8]=4[S:33][C:11]=3[N:12]=[CH:13][N:14]=2)[CH:22]=[CH:21][C:20]=1[O:23][CH2:24][C:25]1[CH:30]=[CH:29][CH:28]=[C:27]([F:31])[CH:26]=1. The catalyst class is: 20. (6) Reactant: [CH2:1](N(CC)CC)[CH3:2].[F:8][C:9]1[CH:14]=[CH:13][C:12]([SH:15])=[CH:11][CH:10]=1.ICC. Product: [CH2:1]([S:15][C:12]1[CH:13]=[CH:14][C:9]([F:8])=[CH:10][CH:11]=1)[CH3:2]. The catalyst class is: 7. (7) Reactant: [CH:1]1[C:10]2[C:5](=[C:6]([NH:11][C:12]([NH:14][CH2:15][C:16]3[CH:21]=[CH:20][C:19]([C:22]([F:25])([F:24])[F:23])=[CH:18][CH:17]=3)=[O:13])[CH:7]=[CH:8][CH:9]=2)[CH:4]=[CH:3][N:2]=1.[OH:26]OS([O-])=O.[K+]. Product: [O-:26][N+:2]1[CH:3]=[CH:4][C:5]2[C:10](=[CH:9][CH:8]=[CH:7][C:6]=2[NH:11][C:12]([NH:14][CH2:15][C:16]2[CH:21]=[CH:20][C:19]([C:22]([F:23])([F:24])[F:25])=[CH:18][CH:17]=2)=[O:13])[CH:1]=1. The catalyst class is: 22.